This data is from NCI-60 drug combinations with 297,098 pairs across 59 cell lines. The task is: Regression. Given two drug SMILES strings and cell line genomic features, predict the synergy score measuring deviation from expected non-interaction effect. (1) Drug 1: COC1=C(C=C2C(=C1)N=CN=C2NC3=CC(=C(C=C3)F)Cl)OCCCN4CCOCC4. Drug 2: CC1C(C(=O)NC(C(=O)N2CCCC2C(=O)N(CC(=O)N(C(C(=O)O1)C(C)C)C)C)C(C)C)NC(=O)C3=C4C(=C(C=C3)C)OC5=C(C(=O)C(=C(C5=N4)C(=O)NC6C(OC(=O)C(N(C(=O)CN(C(=O)C7CCCN7C(=O)C(NC6=O)C(C)C)C)C)C(C)C)C)N)C. Cell line: SK-MEL-28. Synergy scores: CSS=20.2, Synergy_ZIP=9.85, Synergy_Bliss=14.2, Synergy_Loewe=14.2, Synergy_HSA=13.7. (2) Drug 1: CC1OCC2C(O1)C(C(C(O2)OC3C4COC(=O)C4C(C5=CC6=C(C=C35)OCO6)C7=CC(=C(C(=C7)OC)O)OC)O)O. Drug 2: CCN(CC)CCCC(C)NC1=C2C=C(C=CC2=NC3=C1C=CC(=C3)Cl)OC. Cell line: NCI-H522. Synergy scores: CSS=30.5, Synergy_ZIP=-7.50, Synergy_Bliss=-0.307, Synergy_Loewe=-1.83, Synergy_HSA=2.20. (3) Drug 1: CCCS(=O)(=O)NC1=C(C(=C(C=C1)F)C(=O)C2=CNC3=C2C=C(C=N3)C4=CC=C(C=C4)Cl)F. Drug 2: CC1=C(C=C(C=C1)NC2=NC=CC(=N2)N(C)C3=CC4=NN(C(=C4C=C3)C)C)S(=O)(=O)N.Cl. Cell line: SN12C. Synergy scores: CSS=11.9, Synergy_ZIP=0.303, Synergy_Bliss=6.95, Synergy_Loewe=4.67, Synergy_HSA=4.93. (4) Drug 1: C1=CC(=CC=C1CC(C(=O)O)N)N(CCCl)CCCl.Cl. Cell line: NCI-H522. Drug 2: C1=NC2=C(N1)C(=S)N=C(N2)N. Synergy scores: CSS=19.2, Synergy_ZIP=-8.79, Synergy_Bliss=-6.41, Synergy_Loewe=-4.38, Synergy_HSA=-2.89. (5) Drug 2: COCCOC1=C(C=C2C(=C1)C(=NC=N2)NC3=CC=CC(=C3)C#C)OCCOC. Drug 1: C1CC(C1)(C2=CC=C(C=C2)C3=C(C=C4C(=N3)C=CN5C4=NNC5=O)C6=CC=CC=C6)N. Synergy scores: CSS=58.2, Synergy_ZIP=5.88, Synergy_Bliss=8.09, Synergy_Loewe=11.4, Synergy_HSA=13.7. Cell line: HT29. (6) Drug 1: C1CCC(CC1)NC(=O)N(CCCl)N=O. Drug 2: C1=NC2=C(N1)C(=S)N=CN2. Cell line: SF-295. Synergy scores: CSS=44.3, Synergy_ZIP=-4.64, Synergy_Bliss=-7.01, Synergy_Loewe=-5.65, Synergy_HSA=-2.88. (7) Drug 1: CCC1=CC2CC(C3=C(CN(C2)C1)C4=CC=CC=C4N3)(C5=C(C=C6C(=C5)C78CCN9C7C(C=CC9)(C(C(C8N6C)(C(=O)OC)O)OC(=O)C)CC)OC)C(=O)OC.C(C(C(=O)O)O)(C(=O)O)O. Drug 2: COC1=NC(=NC2=C1N=CN2C3C(C(C(O3)CO)O)O)N. Cell line: HL-60(TB). Synergy scores: CSS=45.8, Synergy_ZIP=-1.07, Synergy_Bliss=-1.67, Synergy_Loewe=-2.59, Synergy_HSA=0.485.